From a dataset of NCI-60 drug combinations with 297,098 pairs across 59 cell lines. Regression. Given two drug SMILES strings and cell line genomic features, predict the synergy score measuring deviation from expected non-interaction effect. (1) Drug 1: CC1C(C(CC(O1)OC2CC(CC3=C2C(=C4C(=C3O)C(=O)C5=C(C4=O)C(=CC=C5)OC)O)(C(=O)C)O)N)O.Cl. Drug 2: CC1=C2C(C(=O)C3(C(CC4C(C3C(C(C2(C)C)(CC1OC(=O)C(C(C5=CC=CC=C5)NC(=O)OC(C)(C)C)O)O)OC(=O)C6=CC=CC=C6)(CO4)OC(=O)C)O)C)O. Cell line: A549. Synergy scores: CSS=33.7, Synergy_ZIP=-6.89, Synergy_Bliss=-5.95, Synergy_Loewe=-10.9, Synergy_HSA=-3.64. (2) Drug 1: COC1=C(C=C2C(=C1)N=CN=C2NC3=CC(=C(C=C3)F)Cl)OCCCN4CCOCC4. Drug 2: N.N.Cl[Pt+2]Cl. Cell line: UACC62. Synergy scores: CSS=18.5, Synergy_ZIP=3.89, Synergy_Bliss=0.867, Synergy_Loewe=-1.43, Synergy_HSA=2.23.